This data is from Catalyst prediction with 721,799 reactions and 888 catalyst types from USPTO. The task is: Predict which catalyst facilitates the given reaction. (1) Reactant: [CH2:1]([O:3][C:4]1[CH:5]=[C:6]([C:13](=[O:44])[CH2:14][CH2:15][C:16]([NH:18][C:19]2[CH:28]=[C:27]([C:29]3[CH:43]=[CH:42][C:32]([O:33][CH2:34][C:35]([O:37]C(C)(C)C)=[O:36])=[CH:31][CH:30]=3)[C:26]3[C:21](=[CH:22][CH:23]=[CH:24][CH:25]=3)[N:20]=2)=[O:17])[CH:7]=[CH:8][C:9]=1[O:10][CH2:11][CH3:12])[CH3:2]. Product: [CH2:1]([O:3][C:4]1[CH:5]=[C:6]([C:13](=[O:44])[CH2:14][CH2:15][C:16]([NH:18][C:19]2[CH:28]=[C:27]([C:29]3[CH:43]=[CH:42][C:32]([O:33][CH2:34][C:35]([OH:37])=[O:36])=[CH:31][CH:30]=3)[C:26]3[C:21](=[CH:22][CH:23]=[CH:24][CH:25]=3)[N:20]=2)=[O:17])[CH:7]=[CH:8][C:9]=1[O:10][CH2:11][CH3:12])[CH3:2]. The catalyst class is: 55. (2) Reactant: [C:1]([C:5]1[CH:10]=[CH:9][C:8]([C:11]2[C:12]3[C:19](=O)[CH:18]([CH3:21])[CH2:17][C:13]=3[S:14][C:15]=2[CH3:16])=[CH:7][CH:6]=1)([CH3:4])([CH3:3])[CH3:2].[H-].[Al+3].[Li+].[H-].[H-].[H-].[Cl-].[NH4+]. Product: [C:1]([C:5]1[CH:6]=[CH:7][C:8]([C:11]2[C:12]3[CH:19]=[C:18]([CH3:21])[CH2:17][C:13]=3[S:14][C:15]=2[CH3:16])=[CH:9][CH:10]=1)([CH3:4])([CH3:2])[CH3:3]. The catalyst class is: 27. (3) Product: [Br:1][C:2]1[CH:3]=[CH:4][C:5]([O:23][CH2:24][C:25]2[CH:26]=[CH:27][C:28]([Cl:31])=[CH:29][CH:30]=2)=[C:6]([CH2:8][N:9]2[CH2:14][CH2:13][CH:12]([NH2:15])[CH2:11][CH2:10]2)[CH:7]=1. The catalyst class is: 2. Reactant: [Br:1][C:2]1[CH:3]=[CH:4][C:5]([O:23][CH2:24][C:25]2[CH:30]=[CH:29][C:28]([Cl:31])=[CH:27][CH:26]=2)=[C:6]([CH2:8][N:9]2[CH2:14][CH2:13][CH:12]([NH:15]C(=O)OC(C)(C)C)[CH2:11][CH2:10]2)[CH:7]=1.C(O)(C(F)(F)F)=O. (4) Reactant: C1CN([P+](ON2N=NC3C=CC=CC2=3)(N2CCCC2)N2CCCC2)CC1.F[P-](F)(F)(F)(F)F.[CH3:34][C:35]([O:38][C:39]([N:41]1[C@H:44]([C:45]([OH:47])=[O:46])[CH2:43][CH2:42]1)=[O:40])([CH3:37])[CH3:36].CCN(C(C)C)C(C)C.O[N:58]=[C:59]([NH2:66])[C:60]1[CH:65]=[CH:64][CH:63]=[CH:62][CH:61]=1. Product: [C:59](=[NH:58])([NH:66][O:46][C:45]([C@@H:44]1[CH2:43][CH2:42][N:41]1[C:39]([O:38][C:35]([CH3:34])([CH3:36])[CH3:37])=[O:40])=[O:47])[C:60]1[CH:65]=[CH:64][CH:63]=[CH:62][CH:61]=1. The catalyst class is: 34. (5) Reactant: ClC1C=C([C:9]2[N:13]3[C:14]4[N:22]=[C:21]([O:23][CH3:24])[CH:20]=[CH:19][C:15]=4[N:16]=[C:17]([CH3:18])[C:12]3=[C:11]([CH3:25])[N:10]=2)C=C(Cl)C=1.[F:26][C:27]1[CH:32]=[CH:31][C:30]([C:33](=[O:36])[NH:34][CH3:35])=[CH:29][C:28]=1B(O)O.C([O-])([O-])=O.[K+].[K+]. Product: [F:26][C:27]1[CH:32]=[CH:31][C:30]([C:33]([NH:34][CH3:35])=[O:36])=[CH:29][C:28]=1[C:9]1[N:13]2[C:14]3[N:22]=[C:21]([O:23][CH3:24])[CH:20]=[CH:19][C:15]=3[N:16]=[C:17]([CH3:18])[C:12]2=[C:11]([CH3:25])[N:10]=1. The catalyst class is: 73. (6) Reactant: [N:1]([CH2:4][C:5]1[CH:6]=[CH:7][C:8]([C:11]#[N:12])=[N:9][CH:10]=1)=[N+]=[N-].C1(P(C2C=CC=CC=2)C2C=CC=CC=2)C=CC=CC=1.C(N(CC)CC)C.[CH3:39][C:40]([O:43][C:44](O[C:44]([O:43][C:40]([CH3:42])([CH3:41])[CH3:39])=[O:45])=[O:45])([CH3:42])[CH3:41]. Product: [C:40]([O:43][C:44]([NH:1][CH2:4][C:5]1[CH:6]=[CH:7][C:8]([C:11]#[N:12])=[N:9][CH:10]=1)=[O:45])([CH3:42])([CH3:41])[CH3:39]. The catalyst class is: 20. (7) Reactant: [C:1]1([CH3:8])[CH:6]=[CH:5][CH:4]=[C:3]([CH3:7])[CH:2]=1.[I:9]N1C(C)(C)C(=O)N(C)C1=O. Product: [I:9][C:6]1[CH:5]=[CH:4][C:3]([CH3:7])=[CH:2][C:1]=1[CH3:8]. The catalyst class is: 23.